From a dataset of Full USPTO retrosynthesis dataset with 1.9M reactions from patents (1976-2016). Predict the reactants needed to synthesize the given product. Given the product [CH3:1][O:2][C:3]1[CH:4]=[C:5]2[C:10](=[CH:11][C:12]=1[O:13][CH3:14])[N:9]=[CH:8][CH:7]=[C:6]2[O:15][C:16]1[C:22]([CH3:23])=[CH:21][C:19]([NH:20][C:29](=[O:35])[O:28][C:26]2[CH:45]=[CH:44][C:41]([C:42]#[N:43])=[CH:40][CH:39]=2)=[C:18]([CH3:24])[CH:17]=1, predict the reactants needed to synthesize it. The reactants are: [CH3:1][O:2][C:3]1[CH:4]=[C:5]2[C:10](=[CH:11][C:12]=1[O:13][CH3:14])[N:9]=[CH:8][CH:7]=[C:6]2[O:15][C:16]1[C:22]([CH3:23])=[CH:21][C:19]([NH2:20])=[C:18]([CH3:24])[CH:17]=1.Cl[C:26](Cl)([O:28][C:29](=[O:35])OC(Cl)(Cl)Cl)Cl.OC1[CH:45]=[CH:44][C:41]([C:42]#[N:43])=[CH:40][CH:39]=1.C(=O)(O)[O-].[Na+].